Dataset: Reaction yield outcomes from USPTO patents with 853,638 reactions. Task: Predict the reaction yield, written as a fraction of the theoretical maximum amount of product (1.0 means a 100% yield; for example, 0.34 means a 34% yield). (1) The reactants are [CH3:1][S:2]([N:5]1[CH2:10][CH2:9][C:8]2[N:11]([CH2:24][CH2:25][CH:26]=O)[N:12]=[C:13]([C:14]3[CH:19]=[CH:18][C:17]([C:20]([F:23])([F:22])[F:21])=[CH:16][CH:15]=3)[C:7]=2[CH2:6]1)(=[O:4])=[O:3].[N:28]1([C:34]2[C:38]3[CH:39]=[CH:40][CH:41]=[CH:42][C:37]=3[S:36](=[O:44])(=[O:43])[N:35]=2)[CH2:33][CH2:32][NH:31][CH2:30][CH2:29]1.CC(O)=O.[BH-](OC(C)=O)(OC(C)=O)OC(C)=O.[Na+].C([O-])(O)=O.[Na+]. The catalyst is C(Cl)Cl. The product is [O:44]=[S:36]1(=[O:43])[C:37]2[CH:42]=[CH:41][CH:40]=[CH:39][C:38]=2[C:34]([N:28]2[CH2:33][CH2:32][N:31]([CH2:26][CH2:25][CH2:24][N:11]3[C:8]4[CH2:9][CH2:10][N:5]([S:2]([CH3:1])(=[O:4])=[O:3])[CH2:6][C:7]=4[C:13]([C:14]4[CH:19]=[CH:18][C:17]([C:20]([F:23])([F:22])[F:21])=[CH:16][CH:15]=4)=[N:12]3)[CH2:30][CH2:29]2)=[N:35]1. The yield is 0.760. (2) The reactants are Cl.[NH2:2][C:3]1[C:4]([C:21]2[O:25][C:24]([C:26]3[CH:31]=[CH:30][C:29]([C@H:32]([NH:37]S(C(C)(C)C)=O)[C:33]([F:36])([F:35])[F:34])=[CH:28][CH:27]=3)=[N:23][N:22]=2)=[N:5][C:6]([C:9]2[CH:14]=[CH:13][C:12]([S:15]([CH:18]([CH3:20])[CH3:19])(=[O:17])=[O:16])=[CH:11][CH:10]=2)=[CH:7][N:8]=1. The catalyst is CO. The product is [NH2:37][C@@H:32]([C:29]1[CH:30]=[CH:31][C:26]([C:24]2[O:25][C:21]([C:4]3[C:3]([NH2:2])=[N:8][CH:7]=[C:6]([C:9]4[CH:14]=[CH:13][C:12]([S:15]([CH:18]([CH3:19])[CH3:20])(=[O:17])=[O:16])=[CH:11][CH:10]=4)[N:5]=3)=[N:22][N:23]=2)=[CH:27][CH:28]=1)[C:33]([F:34])([F:35])[F:36]. The yield is 0.990. (3) The reactants are C([O:8][C:9]1[CH:14]=[CH:13][N:12]2[N:15]=[C:16]([CH3:34])[C:17]([C:18]3[S:19][C:20]([C:29]4[NH:33][CH:32]=[N:31][N:30]=4)=[C:21]([C:23]4[CH:28]=[CH:27][CH:26]=[CH:25][CH:24]=4)[N:22]=3)=[C:11]2[CH:10]=1)C1C=CC=CC=1. The catalyst is O1CCCC1.CO.C(O)C.[C].[Pd]. The product is [CH3:34][C:16]1[C:17]([C:18]2[S:19][C:20]([C:29]3[NH:33][CH:32]=[N:31][N:30]=3)=[C:21]([C:23]3[CH:28]=[CH:27][CH:26]=[CH:25][CH:24]=3)[N:22]=2)=[C:11]2[CH:10]=[C:9]([OH:8])[CH:14]=[CH:13][N:12]2[N:15]=1. The yield is 0.380. (4) The reactants are C(Cl)Cl.CO.[NH2:6][C:7]1[CH:8]=[CH:9][C:10]([F:16])=[C:11]([CH:15]=1)[C:12]([OH:14])=[O:13].[Si](C=[N+]=[N-])(C)(C)[CH3:18].CCCCCC. The catalyst is C(O)(=O)C. The product is [CH3:18][O:13][C:12](=[O:14])[C:11]1[CH:15]=[C:7]([NH2:6])[CH:8]=[CH:9][C:10]=1[F:16]. The yield is 0.960.